This data is from Full USPTO retrosynthesis dataset with 1.9M reactions from patents (1976-2016). The task is: Predict the reactants needed to synthesize the given product. (1) Given the product [CH2:7]([N:4]1[CH2:5][CH2:6][C@H:2]([C:15]([C:18]2[CH:23]=[CH:22][CH:21]=[CH:20][CH:19]=2)([C:9]2[CH:14]=[CH:13][CH:12]=[CH:11][CH:10]=2)[C:16]#[N:17])[CH2:3]1)[CH3:8], predict the reactants needed to synthesize it. The reactants are: Cl[C@@H:2]1[CH2:6][CH2:5][N:4]([CH2:7][CH3:8])[CH2:3]1.[C:9]1([CH:15]([C:18]2[CH:23]=[CH:22][CH:21]=[CH:20][CH:19]=2)[C:16]#[N:17])[CH:14]=[CH:13][CH:12]=[CH:11][CH:10]=1. (2) Given the product [F:1][C:2]1[CH:8]=[C:7]([I:9])[CH:6]=[CH:5][C:3]=1[NH:4][C:21]1[N:22]([CH3:33])[C:23](=[O:32])[C:24]([CH3:31])=[CH:25][C:26]=1[C:27]([O:29][CH3:30])=[O:28], predict the reactants needed to synthesize it. The reactants are: [F:1][C:2]1[CH:8]=[C:7]([I:9])[CH:6]=[CH:5][C:3]=1[NH2:4].[Li+].C[Si]([N-][Si](C)(C)C)(C)C.Cl[C:21]1[N:22]([CH3:33])[C:23](=[O:32])[C:24]([CH3:31])=[CH:25][C:26]=1[C:27]([O:29][CH3:30])=[O:28]. (3) Given the product [Si:8]([O:15][C@@H:16]1[N:22]([C:23]([O:25][CH2:26][CH:27]=[CH2:28])=[O:24])[C:21]2[CH:29]=[C:30]([OH:35])[C:31]([O:33][CH3:34])=[CH:32][C:20]=2[C:19](=[O:46])[N:18]2[CH:47]=[C:48](/[CH:50]=[CH:51]/[CH3:52])[CH2:49][C@@H:17]12)([C:11]([CH3:14])([CH3:13])[CH3:12])([CH3:9])[CH3:10], predict the reactants needed to synthesize it. The reactants are: O.O.C([O-])(=O)C.[Li+].[Si:8]([O:15][C@@H:16]1[N:22]([C:23]([O:25][CH2:26][CH:27]=[CH2:28])=[O:24])[C:21]2[CH:29]=[C:30]([O:35][Si](C(C)C)(C(C)C)C(C)C)[C:31]([O:33][CH3:34])=[CH:32][C:20]=2[C:19](=[O:46])[N:18]2[CH:47]=[C:48](/[CH:50]=[CH:51]/[CH3:52])[CH2:49][C@@H:17]12)([C:11]([CH3:14])([CH3:13])[CH3:12])([CH3:10])[CH3:9]. (4) Given the product [F:1][C:2]1[CH:3]=[C:4]2[C:12](=[CH:13][CH:14]=1)[N:11]([CH2:15][C:16]1[CH:25]=[CH:24][C:19]([C:20]([O:22][CH3:23])=[O:21])=[CH:18][CH:17]=1)[C:10]1[CH2:9][CH2:8][CH:7]([CH2:28][N:37]3[CH2:38][CH2:39][N:34]([CH2:33][CH2:32][O:31][CH3:30])[CH2:35][CH2:36]3)[C:6](=[O:29])[C:5]2=1, predict the reactants needed to synthesize it. The reactants are: [F:1][C:2]1[CH:3]=[C:4]2[C:12](=[CH:13][CH:14]=1)[N:11]([CH2:15][C:16]1[CH:25]=[CH:24][C:19]([C:20]([O:22][CH3:23])=[O:21])=[CH:18][CH:17]=1)[C:10]1[CH2:9][C:8](C)(C)[C:7](=[CH2:28])[C:6](=[O:29])[C:5]2=1.[CH3:30][O:31][CH2:32][CH2:33][N:34]1[CH2:39][CH2:38][NH:37][CH2:36][CH2:35]1.